Dataset: Peptide-MHC class I binding affinity with 185,985 pairs from IEDB/IMGT. Task: Regression. Given a peptide amino acid sequence and an MHC pseudo amino acid sequence, predict their binding affinity value. This is MHC class I binding data. (1) The peptide sequence is SINVEYRFL. The MHC is HLA-A02:01 with pseudo-sequence HLA-A02:01. The binding affinity (normalized) is 0.0562. (2) The peptide sequence is EKLKSLFNTV. The MHC is HLA-A02:03 with pseudo-sequence HLA-A02:03. The binding affinity (normalized) is 0.0847. (3) The peptide sequence is ELIKAMNHF. The MHC is HLA-A30:01 with pseudo-sequence HLA-A30:01. The binding affinity (normalized) is 0.0847. (4) The peptide sequence is KPPRGVLLY. The MHC is HLA-A23:01 with pseudo-sequence HLA-A23:01. The binding affinity (normalized) is 0.0847. (5) The peptide sequence is QYLDAYNMM. The MHC is HLA-A01:01 with pseudo-sequence HLA-A01:01. The binding affinity (normalized) is 0.320. (6) The binding affinity (normalized) is 1.00. The peptide sequence is TTAFFNTCK. The MHC is HLA-A11:01 with pseudo-sequence HLA-A11:01.